Dataset: Forward reaction prediction with 1.9M reactions from USPTO patents (1976-2016). Task: Predict the product of the given reaction. (1) Given the reactants [CH3:1][O:2][C:3]([C:5]1[CH:10]=[CH:9][C:8]([CH2:11][NH:12][CH2:13][CH:14]2[CH2:18][CH2:17][CH2:16][N:15]2[C:19]([O:21][C:22]([CH3:25])([CH3:24])[CH3:23])=[O:20])=[CH:7][CH:6]=1)=[O:4].[C:26](O)(=O)C.C=O.C(O[BH-](OC(=O)C)OC(=O)C)(=O)C.[Na+].C(=O)(O)[O-].[Na+], predict the reaction product. The product is: [CH3:1][O:2][C:3]([C:5]1[CH:10]=[CH:9][C:8]([CH2:11][N:12]([CH2:13][CH:14]2[CH2:18][CH2:17][CH2:16][N:15]2[C:19]([O:21][C:22]([CH3:25])([CH3:24])[CH3:23])=[O:20])[CH3:26])=[CH:7][CH:6]=1)=[O:4]. (2) Given the reactants [CH3:1][C:2]1[N:7]=[CH:6][C:5]([N:8]([C:16]([O:18][C:19]([CH3:22])([CH3:21])[CH3:20])=[O:17])[C:9]([O:11][C:12]([CH3:15])([CH3:14])[CH3:13])=[O:10])=[CH:4][CH:3]=1.C1C(=O)N([Br:30])C(=O)C1.CC(N=NC(C#N)(C)C)(C#N)C, predict the reaction product. The product is: [Br:30][CH2:1][C:2]1[N:7]=[CH:6][C:5]([N:8]([C:16]([O:18][C:19]([CH3:22])([CH3:21])[CH3:20])=[O:17])[C:9]([O:11][C:12]([CH3:15])([CH3:13])[CH3:14])=[O:10])=[CH:4][CH:3]=1. (3) Given the reactants [F:1][C:2]1[CH:7]=[CH:6][C:5]([C:8]2[N:9]=[C:10]3[CH:15]=[N:14][CH:13]=[CH:12][N:11]3[C:16]=2[C:17]2[CH:22]=[CH:21][N:20]=[C:19](S(C)(=O)=O)[N:18]=2)=[CH:4][CH:3]=1.Cl.Cl.NC1C2CCN(CC2)C1.CCN(C(C)C)C(C)C.CS(C)=[O:49], predict the reaction product. The product is: [F:1][C:2]1[CH:7]=[CH:6][C:5]([C:8]2[N:9]=[C:10]3[CH:15]=[N:14][CH:13]=[CH:12][N:11]3[C:16]=2[C:17]2[CH:22]=[CH:21][N:20]=[C:19]([OH:49])[N:18]=2)=[CH:4][CH:3]=1. (4) Given the reactants C(Cl)(Cl)Cl.[C:5]([O:9][C:10](=[O:43])[N:11]([CH2:32][C:33]1[CH:42]=[CH:41][C:36]2[O:37][CH2:38][CH2:39][O:40][C:35]=2[CH:34]=1)[CH:12]1[CH2:17][CH2:16][N:15]([CH2:18][CH2:19][N:20]2[C:29]3[C:24](=[C:25]([NH2:30])[CH:26]=[CH:27][CH:28]=3)[CH:23]=[CH:22][C:21]2=[O:31])[CH2:14][CH2:13]1)([CH3:8])([CH3:7])[CH3:6].[C:44](Cl)(=[O:46])[CH3:45].C(=O)([O-])O.[Na+], predict the reaction product. The product is: [C:5]([O:9][C:10](=[O:43])[N:11]([CH2:32][C:33]1[CH:42]=[CH:41][C:36]2[O:37][CH2:38][CH2:39][O:40][C:35]=2[CH:34]=1)[CH:12]1[CH2:13][CH2:14][N:15]([CH2:18][CH2:19][N:20]2[C:29]3[C:24](=[C:25]([NH:30][C:44]([CH3:45])=[O:46])[CH:26]=[CH:27][CH:28]=3)[CH:23]=[CH:22][C:21]2=[O:31])[CH2:16][CH2:17]1)([CH3:8])([CH3:6])[CH3:7]. (5) Given the reactants [CH:1]([C:3]1[S:7][C:6]([C:8]([OH:10])=O)=[CH:5][C:4]=1[CH3:11])=[O:2].[OH:12][CH2:13][C:14]([NH:16][CH2:17][CH:18]([OH:33])[CH2:19][O:20][C:21]1[C:26]([CH3:27])=[CH:25][C:24]([C:28](=[NH:31])[NH:29]O)=[CH:23][C:22]=1[CH3:32])=[O:15], predict the reaction product. The product is: [CH:1]([C:3]1[S:7][C:6]([C:8]2[O:10][N:31]=[C:28]([C:24]3[CH:23]=[C:22]([CH3:32])[C:21]([O:20][CH2:19][CH:18]([OH:33])[CH2:17][NH:16][C:14](=[O:15])[CH2:13][OH:12])=[C:26]([CH3:27])[CH:25]=3)[N:29]=2)=[CH:5][C:4]=1[CH3:11])=[O:2]. (6) Given the reactants [CH:1]1([NH:4][C:5]2[C:10]([C:11]([O:13][CH2:14][CH3:15])=[O:12])=[CH:9][N:8]=[C:7](SC)[N:6]=2)[CH2:3][CH2:2]1.C1C=C(Cl)C=C(C(OO)=O)C=1.[NH:29]1[CH2:34][CH2:33][O:32][CH2:31][CH2:30]1, predict the reaction product. The product is: [CH:1]1([NH:4][C:5]2[C:10]([C:11]([O:13][CH2:14][CH3:15])=[O:12])=[CH:9][N:8]=[C:7]([N:29]3[CH2:34][CH2:33][O:32][CH2:31][CH2:30]3)[N:6]=2)[CH2:3][CH2:2]1. (7) Given the reactants [C:1]([C:3]1[CH:11]=[CH:10][C:6]([C:7]([NH2:9])=[O:8])=[CH:5][CH:4]=1)#[N:2].[NH2:12][OH:13], predict the reaction product. The product is: [NH2:2][C:1](=[N:12][OH:13])[C:3]1[CH:11]=[CH:10][C:6]([C:7]([NH2:9])=[O:8])=[CH:5][CH:4]=1. (8) Given the reactants [NH2:1][C@H:2]([C:18]([N:20]([O:22][CH3:23])[CH3:21])=[O:19])[CH2:3][C:4]1[CH:9]=[CH:8][C:7]([NH:10][C:11](=[O:17])[O:12][C:13]([CH3:16])([CH3:15])[CH3:14])=[CH:6][CH:5]=1.CCN(CC)CC.[C:31](Cl)([C:44]1[CH:49]=[CH:48][CH:47]=[CH:46][CH:45]=1)([C:38]1[CH:43]=[CH:42][CH:41]=[CH:40][CH:39]=1)[C:32]1[CH:37]=[CH:36][CH:35]=[CH:34][CH:33]=1.CCOC(C)=O, predict the reaction product. The product is: [CH3:23][O:22][N:20]([CH3:21])[C:18](=[O:19])[C@@H:2]([NH:1][C:31]([C:32]1[CH:37]=[CH:36][CH:35]=[CH:34][CH:33]=1)([C:44]1[CH:45]=[CH:46][CH:47]=[CH:48][CH:49]=1)[C:38]1[CH:39]=[CH:40][CH:41]=[CH:42][CH:43]=1)[CH2:3][C:4]1[CH:9]=[CH:8][C:7]([NH:10][C:11](=[O:17])[O:12][C:13]([CH3:14])([CH3:15])[CH3:16])=[CH:6][CH:5]=1. (9) Given the reactants C(OC([N:8]1[CH2:13][CH2:12][CH:11]([O:14][C:15]2[C:16]([Cl:26])=[C:17]3[C:22](=[CH:23][C:24]=2[Cl:25])[CH:21]=[N:20][CH:19]=[CH:18]3)[CH2:10][CH2:9]1)=O)(C)(C)C.FC(F)(F)C(O)=O, predict the reaction product. The product is: [Cl:26][C:16]1[C:15]([O:14][CH:11]2[CH2:10][CH2:9][NH:8][CH2:13][CH2:12]2)=[C:24]([Cl:25])[CH:23]=[C:22]2[C:17]=1[CH:18]=[CH:19][N:20]=[CH:21]2.